This data is from Full USPTO retrosynthesis dataset with 1.9M reactions from patents (1976-2016). The task is: Predict the reactants needed to synthesize the given product. (1) The reactants are: [CH3:1][C:2]1[C:3]2[N:4]([CH:8]=[C:9]([CH2:11][C@@H:12]3[CH2:17][CH2:16][CH2:15][CH2:14][N:13]3[C:18]([O:20][C:21]([CH3:24])([CH3:23])[CH3:22])=[O:19])[N:10]=2)[CH:5]=[CH:6][CH:7]=1.C1C(=O)N([Cl:32])C(=O)C1. Given the product [Cl:32][C:8]1[N:4]2[CH:5]=[CH:6][CH:7]=[C:2]([CH3:1])[C:3]2=[N:10][C:9]=1[CH2:11][C@@H:12]1[CH2:17][CH2:16][CH2:15][CH2:14][N:13]1[C:18]([O:20][C:21]([CH3:24])([CH3:23])[CH3:22])=[O:19], predict the reactants needed to synthesize it. (2) Given the product [CH:1]1([C:7]2[N:12]=[C:11]([NH:13][C:14]([C:16]3([C:19]4[CH:29]=[CH:28][C:22]5[O:23][C:24]([F:27])([F:26])[O:25][C:21]=5[CH:20]=4)[CH2:18][CH2:17]3)=[O:15])[CH:10]=[CH:9][C:8]=2[CH3:30])[CH2:2][CH2:3][CH2:4][CH2:5][CH2:6]1, predict the reactants needed to synthesize it. The reactants are: [C:1]1([C:7]2[N:12]=[C:11]([NH:13][C:14]([C:16]3([C:19]4[CH:29]=[CH:28][C:22]5[O:23][C:24]([F:27])([F:26])[O:25][C:21]=5[CH:20]=4)[CH2:18][CH2:17]3)=[O:15])[CH:10]=[CH:9][C:8]=2[CH3:30])[CH2:6][CH2:5][CH2:4][CH2:3][CH:2]=1.[H][H]. (3) Given the product [Cl:1][C:2]1[C:3]([CH3:30])=[N:4][O:5][C:6]=1[NH:7][S:8]([C:11]1[CH:15]=[CH:14][S:13][C:12]=1[C:16](=[O:29])[CH2:17][C:18]1[C:23]([CH3:24])=[CH:22][C:21]([CH3:25])=[C:20]([OH:26])[C:19]=1[CH3:28])(=[O:10])=[O:9], predict the reactants needed to synthesize it. The reactants are: [Cl:1][C:2]1[C:3]([CH3:30])=[N:4][O:5][C:6]=1[NH:7][S:8]([C:11]1[CH:15]=[CH:14][S:13][C:12]=1[C:16](=[O:29])[CH2:17][C:18]1[C:23]([CH3:24])=[CH:22][C:21]([CH3:25])=[C:20]([O:26]C)[C:19]=1[CH3:28])(=[O:10])=[O:9].B(Br)(Br)Br. (4) Given the product [Cl:1][C:2]1[N:11]=[CH:10][C:9]2[N:8]([C:12]3[CH:13]=[C:14]([CH:17]=[CH:18][CH:19]=3)[C:15]#[N:16])[C:7](=[O:20])[C@@H:6]([CH2:21][F:34])[N:5]([CH:23]3[CH2:27][CH2:26][CH2:25][CH2:24]3)[C:4]=2[N:3]=1, predict the reactants needed to synthesize it. The reactants are: [Cl:1][C:2]1[N:11]=[CH:10][C:9]2[N:8]([C:12]3[CH:13]=[C:14]([CH:17]=[CH:18][CH:19]=3)[C:15]#[N:16])[C:7](=[O:20])[C@@H:6]([CH2:21]O)[N:5]([CH:23]3[CH2:27][CH2:26][CH2:25][CH2:24]3)[C:4]=2[N:3]=1.C(N(S(F)(F)[F:34])CC)C. (5) Given the product [NH:24]1[C:25]2=[CH:35][CH:34]=[CH:33][C:32]3=[CH:31][CH:30]=[CH:29][C:27](=[C:26]23)[NH:28][B:23]1[C:20]1[CH:19]=[CH:18][C:17]([C:2]2[C:3]([NH2:8])=[N:4][CH:5]=[CH:6][CH:7]=2)=[CH:22][CH:21]=1, predict the reactants needed to synthesize it. The reactants are: Br[C:2]1[C:3]([NH2:8])=[N:4][CH:5]=[CH:6][CH:7]=1.CC1(C)C(C)(C)OB([C:17]2[CH:22]=[CH:21][C:20]([B:23]3[NH:28][C:27]4[CH:29]=[CH:30][CH:31]=[C:32]5[CH:33]=[CH:34][CH:35]=[C:25]([C:26]=45)[NH:24]3)=[CH:19][CH:18]=2)O1.O.O.O.O.O.O.O.O.O.O.C(=O)([O-])[O-].[Na+].[Na+]. (6) Given the product [O:1]([C:9]1[CH:15]=[CH:14][C:12]([NH:13][C:27](=[O:28])[C:26]2[CH:30]=[CH:31][C:23]([N:20]3[CH2:21][CH2:22][CH:17]([OH:16])[CH2:18][CH2:19]3)=[CH:24][CH:25]=2)=[CH:11][CH:10]=1)[C:2]1[CH:3]=[CH:4][C:5]([NH:6][C:27](=[O:28])[C:26]2[CH:25]=[CH:24][C:23]([N:20]3[CH2:21][CH2:22][CH:17]([OH:16])[CH2:18][CH2:19]3)=[CH:31][CH:30]=2)=[CH:7][CH:8]=1, predict the reactants needed to synthesize it. The reactants are: [O:1]([C:9]1[CH:15]=[CH:14][C:12]([NH2:13])=[CH:11][CH:10]=1)[C:2]1[CH:8]=[CH:7][C:5]([NH2:6])=[CH:4][CH:3]=1.[OH:16][CH:17]1[CH2:22][CH2:21][N:20]([C:23]2[CH:31]=[CH:30][C:26]([C:27](O)=[O:28])=[CH:25][CH:24]=2)[CH2:19][CH2:18]1. (7) The reactants are: [C:1]([O:5][C:6]([NH:8][C@@:9]1([CH2:21][CH:22]2[CH2:27][CH2:26][N:25]([C:28]([O:30][CH2:31][CH2:32][Si:33]([CH3:36])([CH3:35])[CH3:34])=[O:29])[CH2:24][CH2:23]2)[C:16](=[O:17])[N:15]2[C@@H:11]([S:12][CH2:13][C@H:14]2[C:18](=O)[NH2:19])[CH2:10]1)=[O:7])([CH3:4])([CH3:3])[CH3:2].C(N(CC)CC)C.FC(F)(F)C(OC(=O)C(F)(F)F)=O. Given the product [C:1]([O:5][C:6]([NH:8][C@@:9]1([CH2:21][CH:22]2[CH2:23][CH2:24][N:25]([C:28]([O:30][CH2:31][CH2:32][Si:33]([CH3:36])([CH3:35])[CH3:34])=[O:29])[CH2:26][CH2:27]2)[C:16](=[O:17])[N:15]2[C@@H:11]([S:12][CH2:13][C@H:14]2[C:18]#[N:19])[CH2:10]1)=[O:7])([CH3:3])([CH3:2])[CH3:4], predict the reactants needed to synthesize it.